Dataset: Rat liver microsome stability data. Task: Regression/Classification. Given a drug SMILES string, predict its absorption, distribution, metabolism, or excretion properties. Task type varies by dataset: regression for continuous measurements (e.g., permeability, clearance, half-life) or binary classification for categorical outcomes (e.g., BBB penetration, CYP inhibition). Dataset: rlm. The molecule is N#CC1CCN(c2c(C(=O)N3CCN(C(=O)C4CC4)CC3)cnc3ccc(F)cc23)CC1. The result is 0 (unstable in rat liver microsomes).